The task is: Predict the product of the given reaction.. This data is from Forward reaction prediction with 1.9M reactions from USPTO patents (1976-2016). (1) Given the reactants [Cl:1][C:2]1[N:10]=[C:9]2[C:5]([NH:6][CH:7]=[N:8]2)=[C:4](Cl)[N:3]=1.[NH2:12][C:13]1[CH:25]=[CH:24][C:16]([C:17]([O:19][CH2:20][CH2:21][CH2:22][CH3:23])=[O:18])=[CH:15][CH:14]=1, predict the reaction product. The product is: [Cl:1][C:2]1[N:10]=[C:9]2[C:5]([N:6]=[CH:7][NH:8]2)=[C:4]([NH:12][C:13]2[CH:14]=[CH:15][C:16]([C:17]([O:19][CH2:20][CH2:21][CH2:22][CH3:23])=[O:18])=[CH:24][CH:25]=2)[N:3]=1. (2) Given the reactants [Cl:1][C:2]1[CH:3]=[C:4]2[C:9](=[CH:10][CH:11]=1)[N:8]=[C:7]([N:12]([C:15](=O)[CH3:16])[CH2:13][CH3:14])[CH:6]=[C:5]2[C:18]1[CH:23]=[CH:22][C:21]([N+:24]([O-:26])=[O:25])=[CH:20][CH:19]=1, predict the reaction product. The product is: [Cl:1][C:2]1[CH:3]=[C:4]2[C:9](=[CH:10][CH:11]=1)[N:8]=[C:7]([N:12]([CH2:13][CH3:14])[CH2:15][CH3:16])[CH:6]=[C:5]2[C:18]1[CH:23]=[CH:22][C:21]([N+:24]([O-:26])=[O:25])=[CH:20][CH:19]=1. (3) Given the reactants [I-].C[S+](C)C.[OH-].[K+].[CH3:8][O:9][C:10]1[CH:11]=[C:12]2[C:17](=[CH:18][CH:19]=1)[N:16]=[CH:15][CH:14]=[C:13]2[CH:20]=[O:21].[CH:22]1C=CC=CC=1, predict the reaction product. The product is: [CH3:8][O:9][C:10]1[CH:11]=[C:12]2[C:17](=[CH:18][CH:19]=1)[N:16]=[CH:15][CH:14]=[C:13]2[CH:20]1[CH2:22][O:21]1. (4) Given the reactants [F:1][C:2]1([F:17])[O:6][C:5]2[CH:7]=[CH:8][C:9]([C:11]3([C:14]([OH:16])=O)[CH2:13][CH2:12]3)=[CH:10][C:4]=2[O:3]1.CN(C(ON1N=NC2C=CC=NC1=2)=[N+](C)C)C.F[P-](F)(F)(F)(F)F.Cl.[CH3:43][O:44][C:45]1[CH:54]=[C:53]2[C:48]([CH:49]([NH2:61])[CH2:50][CH:51]([C:55]3[CH:60]=[CH:59][CH:58]=[CH:57][CH:56]=3)[O:52]2)=[CH:47][CH:46]=1, predict the reaction product. The product is: [F:17][C:2]1([F:1])[O:6][C:5]2[CH:7]=[CH:8][C:9]([C:11]3([C:14]([NH:61][CH:49]4[C:48]5[C:53](=[CH:54][C:45]([O:44][CH3:43])=[CH:46][CH:47]=5)[O:52][CH:51]([C:55]5[CH:60]=[CH:59][CH:58]=[CH:57][CH:56]=5)[CH2:50]4)=[O:16])[CH2:12][CH2:13]3)=[CH:10][C:4]=2[O:3]1.